Dataset: Forward reaction prediction with 1.9M reactions from USPTO patents (1976-2016). Task: Predict the product of the given reaction. (1) Given the reactants [CH:1]1[C:6]2[C:7]([C:16]3[CH:26]=[CH:25][C:19]([C:20]([O:22][CH2:23][CH3:24])=[O:21])=[CH:18][CH:17]=3)=[N:8][C:9]3[CH:15]=[CH:14][CH:13]=[CH:12][C:10]=3[O:11][C:5]=2[CH:4]=[CH:3][CH:2]=1.[H][H], predict the reaction product. The product is: [CH:1]1[C:6]2[CH:7]([C:16]3[CH:17]=[CH:18][C:19]([C:20]([O:22][CH2:23][CH3:24])=[O:21])=[CH:25][CH:26]=3)[NH:8][C:9]3[CH:15]=[CH:14][CH:13]=[CH:12][C:10]=3[O:11][C:5]=2[CH:4]=[CH:3][CH:2]=1. (2) Given the reactants [CH2:1]([C:4]1[CH:9]=[CH:8][C:7]([C:10]2[O:14][N:13]=[C:12]3[C:15]4[C:20]([CH2:21][CH2:22][C:11]=23)=[CH:19][C:18]([OH:23])=[CH:17][CH:16]=4)=[CH:6][CH:5]=1)[CH2:2][CH3:3].CN(C1C=CC=CN=1)C.C(N(CC)CC)C.[F:40][C:41]([F:56])([S:52](F)(=[O:54])=[O:53])[C:42]([F:51])([F:50])[C:43]([F:49])([F:48])[C:44]([F:47])([F:46])[F:45], predict the reaction product. The product is: [F:56][C:41]([F:40])([S:52]([O:23][C:18]1[CH:19]=[C:20]2[C:15](=[CH:16][CH:17]=1)[C:12]1=[N:13][O:14][C:10]([C:7]3[CH:8]=[CH:9][C:4]([CH2:1][CH2:2][CH3:3])=[CH:5][CH:6]=3)=[C:11]1[CH2:22][CH2:21]2)(=[O:54])=[O:53])[C:42]([F:50])([F:51])[C:43]([F:49])([F:48])[C:44]([F:47])([F:46])[F:45]. (3) Given the reactants [C:1]([O:5][C:6]([NH:8][CH2:9][C:10]1[CH:18]=[CH:17][C:13]([C:14]([OH:16])=O)=[CH:12][CH:11]=1)=[O:7])([CH3:4])([CH3:3])[CH3:2].CN([C:22]([O:26]N1N=NC2C=CC=NC1=2)=[N+](C)C)C.F[P-](F)(F)(F)(F)F.C(N([CH:49]([CH3:51])C)CC)(C)C.Cl.C(O[C@@H:56]1[CH2:61][CH2:60][CH2:59][N:58]([CH2:62][C@@H:63]2[CH2:68][CH2:67][CH2:66][CH2:65][C@H:64]2[NH2:69])[CH2:57]1)C, predict the reaction product. The product is: [CH2:49]([O:26][CH2:22][C@@H:56]1[CH2:61][CH2:60][CH2:59][N:58]([CH2:62][C@H:63]2[CH2:68][CH2:67][CH2:66][CH2:65][C@@H:64]2[NH:69][C:14]([C:13]2[CH:12]=[CH:11][C:10]([CH2:9][NH:8][C:6](=[O:7])[O:5][C:1]([CH3:2])([CH3:3])[CH3:4])=[CH:18][CH:17]=2)=[O:16])[CH2:57]1)[CH3:51]. (4) Given the reactants CON(C)[C:4]([C:6]1[CH:7]=[C:8]2[C:13](=[CH:14][CH:15]=1)[N:12]=[CH:11][CH:10]=[N:9]2)=[O:5], predict the reaction product. The product is: [N:12]1[C:13]2[C:8](=[CH:7][C:6]([CH:4]=[O:5])=[CH:15][CH:14]=2)[N:9]=[CH:10][CH:11]=1. (5) Given the reactants [CH2:1]1[O:9][CH:2]1[C:3]1[CH:8]=[CH:7][CH:6]=[CH:5][CH:4]=1.[OH2:10], predict the reaction product. The product is: [CH:6]1[CH:5]=[CH:4][C:3]([CH:2]([OH:10])[CH2:1][OH:9])=[CH:8][CH:7]=1. (6) Given the reactants [CH2:1]([N:3]1[C:7]2=[N:8][C:9]([CH2:32][CH3:33])=[C:10]([CH2:19][NH:20][C:21]([C:23]3[CH:24]=[C:25]([CH:29]=[CH:30][CH:31]=3)[C:26](O)=[O:27])=[O:22])[C:11]([NH:12][CH:13]3[CH2:18][CH2:17][O:16][CH2:15][CH2:14]3)=[C:6]2[CH:5]=[N:4]1)[CH3:2].Cl.[Br:35][C:36]1[C:37]([CH3:44])=[C:38]([CH2:42][NH2:43])[CH:39]=[CH:40][CH:41]=1.CN(C(ON1N=NC2C=CC=NC1=2)=[N+](C)C)C.F[P-](F)(F)(F)(F)F, predict the reaction product. The product is: [Br:35][C:36]1[C:37]([CH3:44])=[C:38]([CH2:42][NH:43][C:26]([C:25]2[CH:29]=[CH:30][CH:31]=[C:23]([C:21]([NH:20][CH2:19][C:10]3[C:11]([NH:12][CH:13]4[CH2:18][CH2:17][O:16][CH2:15][CH2:14]4)=[C:6]4[CH:5]=[N:4][N:3]([CH2:1][CH3:2])[C:7]4=[N:8][C:9]=3[CH2:32][CH3:33])=[O:22])[CH:24]=2)=[O:27])[CH:39]=[CH:40][CH:41]=1.